From a dataset of Full USPTO retrosynthesis dataset with 1.9M reactions from patents (1976-2016). Predict the reactants needed to synthesize the given product. (1) Given the product [N:21]1[CH:26]=[CH:25][CH:24]=[CH:23][C:22]=1[C:27]1[CH2:28][CH2:29][N:30]([CH2:18][NH:8][C:6](=[O:7])[C:5]2[CH:9]=[CH:10][CH:11]=[C:3]([O:2][CH3:1])[CH:4]=2)[CH2:31][CH:32]=1, predict the reactants needed to synthesize it. The reactants are: [CH3:1][O:2][C:3]1[CH:4]=[C:5]([CH:9]=[CH:10][CH:11]=1)[C:6]([NH2:8])=[O:7].C([O-])([O-])=O.[K+].[K+].[CH2:18]=O.Cl.[N:21]1[CH:26]=[CH:25][CH:24]=[CH:23][C:22]=1[C:27]1[CH2:28][CH2:29][NH:30][CH2:31][CH:32]=1. (2) The reactants are: [C:1]([O:5][C:6](=[O:12])[N:7]([CH2:9][CH2:10][NH2:11])[CH3:8])([CH3:4])([CH3:3])[CH3:2].C(N(C(C)C)CC)(C)C.[Br:22][C:23]1[CH:24]=[CH:25][C:26]([N:34]=[C:35]=[O:36])=[C:27]([CH:33]=1)[C:28]([N:30]([CH3:32])[CH3:31])=[O:29].C(OCC)(=O)C. Given the product [C:1]([O:5][C:6](=[O:12])[N:7]([CH2:9][CH2:10][NH:11][C:35]([NH:34][C:26]1[CH:25]=[CH:24][C:23]([Br:22])=[CH:33][C:27]=1[C:28](=[O:29])[N:30]([CH3:31])[CH3:32])=[O:36])[CH3:8])([CH3:4])([CH3:2])[CH3:3], predict the reactants needed to synthesize it. (3) Given the product [Cl:18][C:7]1[N:8]=[C:9]([N:12]2[CH2:17][CH2:16][O:15][CH2:14][CH2:13]2)[C:10]2[S:11][C:3]([CH2:2][N:29]3[C:25](=[O:35])[C:26]4[C:27](=[CH:31][CH:32]=[CH:33][CH:34]=4)[C:28]3=[O:30])=[CH:4][C:5]=2[N:6]=1, predict the reactants needed to synthesize it. The reactants are: Br[CH2:2][C:3]1[S:11][C:10]2[C:9]([N:12]3[CH2:17][CH2:16][O:15][CH2:14][CH2:13]3)=[N:8][C:7]([Cl:18])=[N:6][C:5]=2[CH:4]=1.C([O-])([O-])=O.[K+].[K+].[C:25]1(=[O:35])[NH:29][C:28](=[O:30])[C:27]2=[CH:31][CH:32]=[CH:33][CH:34]=[C:26]12. (4) Given the product [CH3:1][O:2][C:3]1[CH:4]=[C:5]2[C:10](=[CH:11][CH:12]=1)[C:9]([CH3:13])=[C:8]([CH:16]=[O:17])[CH2:7][CH2:6]2, predict the reactants needed to synthesize it. The reactants are: [CH3:1][O:2][C:3]1[CH:4]=[C:5]2[C:10](=[CH:11][CH:12]=1)[C:9]([CH3:13])=[CH:8][CH2:7][CH2:6]2.CN(C)[CH:16]=[O:17].P(Cl)(Cl)(Cl)=O.C([O-])(=O)C.[Na+]. (5) Given the product [CH2:1]([O:8][C:9]1[CH:10]=[C:11]2[C:15](=[CH:16][CH:17]=1)[NH:14][C:13]1[CH:24]([C:23]([OH:27])=[O:26])[N:20]3[CH2:19][CH:18]([C:12]2=1)[CH2:22][CH2:21]3)[C:2]1[CH:3]=[CH:4][CH:5]=[CH:6][CH:7]=1, predict the reactants needed to synthesize it. The reactants are: [CH2:1]([O:8][C:9]1[CH:10]=[C:11]2[C:15](=[CH:16][CH:17]=1)[NH:14][CH:13]=[C:12]2[CH:18]1[CH2:22][CH2:21][NH:20][CH2:19]1)[C:2]1[CH:7]=[CH:6][CH:5]=[CH:4][CH:3]=1.[C:23]([OH:27])(=[O:26])[CH:24]=O. (6) Given the product [Cl:35][CH2:34][CH2:33][NH:32][C@:16]12[CH2:28][CH2:27][C@@H:26]([C:29]([CH3:31])=[CH2:30])[C@@H:17]1[C@@H:18]1[C@@:13]([CH3:36])([CH2:14][CH2:15]2)[C@@:12]2([CH3:37])[C@@H:21]([C@:22]3([CH3:25])[C@@H:9]([CH2:10][CH2:11]2)[C:8]([CH3:38])([CH3:39])[C:7]([C:50]2[CH2:68][C:52]4([CH2:53][C:54]([C:56]([O:58][CH:59]([CH3:61])[CH3:60])=[O:57])([C:62]([O:64][CH:65]([CH3:67])[CH3:66])=[O:63])[CH2:55]4)[CH:51]=2)=[CH:24][CH2:23]3)[CH2:20][CH2:19]1, predict the reactants needed to synthesize it. The reactants are: FC(F)(F)S(O[C:7]1[C:8]([CH3:39])([CH3:38])[C@H:9]2[C@:22]([CH3:25])([CH2:23][CH:24]=1)[C@@H:21]1[C@:12]([CH3:37])([C@@:13]3([CH3:36])[C@H:18]([CH2:19][CH2:20]1)[C@H:17]1[C@H:26]([C:29]([CH3:31])=[CH2:30])[CH2:27][CH2:28][C@:16]1([NH:32][CH2:33][CH2:34][Cl:35])[CH2:15][CH2:14]3)[CH2:11][CH2:10]2)(=O)=O.CC1(C)C(C)(C)OB([C:50]2[CH2:68][C:52]3([CH2:55][C:54]([C:62]([O:64][CH:65]([CH3:67])[CH3:66])=[O:63])([C:56]([O:58][CH:59]([CH3:61])[CH3:60])=[O:57])[CH2:53]3)[CH:51]=2)O1.O.C(=O)([O-])[O-].[Na+].[Na+].O1CCOCC1. (7) Given the product [NH:1]1[C:5]([CH:7]2[CH2:12][CH2:11][N:10]([C:13]([O:15][C:16]([CH3:19])([CH3:18])[CH3:17])=[O:14])[CH2:9][CH2:8]2)=[N:6][N:3]=[N:2]1, predict the reactants needed to synthesize it. The reactants are: [N-:1]=[N+:2]=[N-:3].[Na+].[C:5]([CH:7]1[CH2:12][CH2:11][N:10]([C:13]([O:15][C:16]([CH3:19])([CH3:18])[CH3:17])=[O:14])[CH2:9][CH2:8]1)#[N:6]. (8) Given the product [NH2:13][C:3]1[CH:4]=[C:5]([CH:11]=[CH:12][C:2]=1[F:1])[C:6]([O:8][CH2:9][CH3:10])=[O:7], predict the reactants needed to synthesize it. The reactants are: [F:1][C:2]1[CH:12]=[CH:11][C:5]([C:6]([O:8][CH2:9][CH3:10])=[O:7])=[CH:4][C:3]=1[N+:13]([O-])=O.C(OCC)(=O)C. (9) Given the product [Cl:18][C:19]1[CH:27]=[CH:26][C:22]([C:23]([NH:1][CH2:2][CH2:3][CH2:4][CH2:5][CH2:6][CH2:7][OH:8])=[O:24])=[CH:21][CH:20]=1, predict the reactants needed to synthesize it. The reactants are: [NH2:1][CH2:2][CH2:3][CH2:4][CH2:5][CH2:6][CH2:7][OH:8].C(N(C(C)C)CC)(C)C.[Cl:18][C:19]1[CH:27]=[CH:26][C:22]([C:23](Cl)=[O:24])=[CH:21][CH:20]=1.O.